Dataset: Full USPTO retrosynthesis dataset with 1.9M reactions from patents (1976-2016). Task: Predict the reactants needed to synthesize the given product. (1) The reactants are: [CH3:1][CH:2]1[C:11]2[C:6](=[C:7]([CH3:23])[CH:8]=[C:9]([C:13]([C:15]3[CH:16]=[N:17][N:18]([CH2:21][CH3:22])[C:19]=3[OH:20])=[O:14])[C:10]=2[CH3:12])[S:5](=[O:25])(=[O:24])[CH2:4][CH2:3]1.O.C(=O)([O-])[O-].[K+].[K+].[C:33]1([CH3:43])[CH:38]=[CH:37][C:36]([S:39](Cl)(=[O:41])=[O:40])=[CH:35][CH:34]=1. Given the product [CH3:1][CH:2]1[C:11]2[C:6](=[C:7]([CH3:23])[CH:8]=[C:9]([C:13]([C:15]3[CH:16]=[N:17][N:18]([CH2:21][CH3:22])[C:19]=3[O:20][S:39]([C:36]3[CH:37]=[CH:38][C:33]([CH3:43])=[CH:34][CH:35]=3)(=[O:41])=[O:40])=[O:14])[C:10]=2[CH3:12])[S:5](=[O:25])(=[O:24])[CH2:4][CH2:3]1, predict the reactants needed to synthesize it. (2) Given the product [Br:20][CH2:13][C:8]1[C:7]2[C:12](=[C:3]([OH:2])[CH:4]=[CH:5][CH:6]=2)[N:11]=[CH:10][CH:9]=1, predict the reactants needed to synthesize it. The reactants are: C[O:2][C:3]1[CH:4]=[CH:5][CH:6]=[C:7]2[C:12]=1[N:11]=[CH:10][CH:9]=[C:8]2[CH2:13]O.C(=O)(O)[O-].[Na+].[BrH:20]. (3) Given the product [C:41]([O:40][C:38]([N:13]1[C:14]2[C:10](=[CH:9][CH:8]=[C:7]([O:6][Si:5]([C:1]([CH3:4])([CH3:3])[CH3:2])([CH3:28])[CH3:27])[CH:15]=2)[C:11]([N:16]2[C:24](=[O:25])[C:23]3[C:18](=[CH:19][CH:20]=[CH:21][CH:22]=3)[C:17]2=[O:26])=[N:12]1)=[O:39])([CH3:44])([CH3:43])[CH3:42], predict the reactants needed to synthesize it. The reactants are: [C:1]([Si:5]([CH3:28])([CH3:27])[O:6][C:7]1[CH:15]=[C:14]2[C:10]([C:11]([N:16]3[C:24](=[O:25])[C:23]4[C:18](=[CH:19][CH:20]=[CH:21][CH:22]=4)[C:17]3=[O:26])=[N:12][NH:13]2)=[CH:9][CH:8]=1)([CH3:4])([CH3:3])[CH3:2].CCN(C(C)C)C(C)C.[C:38](O[C:38]([O:40][C:41]([CH3:44])([CH3:43])[CH3:42])=[O:39])([O:40][C:41]([CH3:44])([CH3:43])[CH3:42])=[O:39].CCCCCC.CCOC(C)=O. (4) Given the product [CH2:23]([O:25][C:26]([C:11]1[CH:6]=[CH:7][C:8]([C:12]2[CH:13]=[CH:14][C:15]([CH2:18][S:19][CH2:20][CH2:21][OH:22])=[CH:16][CH:17]=2)=[CH:9][CH:10]=1)=[O:27])[CH3:24], predict the reactants needed to synthesize it. The reactants are: C(OC([C:6]1[CH:7]=[C:8]([C:12]2[CH:17]=[CH:16][C:15]([CH2:18][S:19][CH2:20][CH2:21][OH:22])=[CH:14][CH:13]=2)[CH:9]=[CH:10][CH:11]=1)=O)C.[CH2:23]([O:25][C:26](C1C=CC(C2C=CC(CBr)=CC=2)=CC=1)=[O:27])[CH3:24].C(=O)([O-])[O-].[K+].[K+].SCCO. (5) Given the product [CH3:1][N:2]([CH3:27])[C:3]([C:5]1[C:15]2[CH2:16][CH2:17][C@@H:18]([C:19]3[CH:23]=[CH:22][S:21][C:20]=3[CH3:24])[O:25][C:14]=2[C:8]2[N:9]=[C:10]([CH3:13])[N:11]([CH3:12])[C:7]=2[CH:6]=1)=[O:4], predict the reactants needed to synthesize it. The reactants are: [CH3:1][N:2]([CH3:27])[C:3]([C:5]1[C:15]([CH2:16][CH2:17][C@@H:18]([OH:25])[C:19]2[CH:23]=[CH:22][S:21][C:20]=2[CH3:24])=[C:14](O)[C:8]2[N:9]=[C:10]([CH3:13])[N:11]([CH3:12])[C:7]=2[CH:6]=1)=[O:4].C1(P(C2C=CC=CC=2)C2C=CC=CC=2)C=CC=CC=1.CC(OC(/N=N/C(OC(C)C)=O)=O)C. (6) Given the product [F:23][C:24]1[CH:25]=[C:26]2[C:30](=[CH:31][CH:32]=1)[NH:29][C:28](=[O:33])[C:27]2=[CH:21][C:3]1[NH:4][C:5]2[CH2:11][CH2:10][CH2:9][N:8]([CH2:12][CH2:13][N:14]3[CH2:15][CH2:16][O:17][CH2:18][CH2:19]3)[C:7](=[O:20])[C:6]=2[C:2]=1[CH3:1], predict the reactants needed to synthesize it. The reactants are: [CH3:1][C:2]1[C:6]2[C:7](=[O:20])[N:8]([CH2:12][CH2:13][N:14]3[CH2:19][CH2:18][O:17][CH2:16][CH2:15]3)[CH2:9][CH2:10][CH2:11][C:5]=2[NH:4][C:3]=1[CH:21]=O.[F:23][C:24]1[CH:25]=[C:26]2[C:30](=[CH:31][CH:32]=1)[NH:29][C:28](=[O:33])[CH2:27]2. (7) Given the product [F:18][C:19]1[CH:26]=[C:25]([C:2]2[N:6]=[CH:5][N:4]([C:7]3[CH:12]=[CH:11][C:10]([O:13][C:14]([F:17])([F:16])[F:15])=[CH:9][CH:8]=3)[N:3]=2)[CH:24]=[CH:23][C:20]=1[CH:21]=[O:22], predict the reactants needed to synthesize it. The reactants are: Br[C:2]1[N:6]=[CH:5][N:4]([C:7]2[CH:12]=[CH:11][C:10]([O:13][C:14]([F:17])([F:16])[F:15])=[CH:9][CH:8]=2)[N:3]=1.[F:18][C:19]1[CH:26]=[C:25](B2OC(C)(C)C(C)(C)O2)[CH:24]=[CH:23][C:20]=1[CH:21]=[O:22]. (8) Given the product [Cl:16][C:9]1[CH:8]=[CH:7][C:6]2[C:11](=[CH:12][C:3]([O:2][CH3:1])=[CH:4][CH:5]=2)[N:10]=1, predict the reactants needed to synthesize it. The reactants are: [CH3:1][O:2][C:3]1[CH:12]=[C:11]2[C:6]([CH:7]=[CH:8][C:9](=O)[NH:10]2)=[CH:5][CH:4]=1.P(Cl)(Cl)([Cl:16])=O.C(N(C(C)C)CC)(C)C. (9) Given the product [N:1]1[C:9]2[C:4](=[N:5][CH:6]=[CH:7][CH:8]=2)[N:3]([CH2:10][C:11]2[CH:21]=[CH:20][C:14]3[N:15]=[C:16]([S:18]([CH3:19])=[O:30])[S:17][C:13]=3[CH:12]=2)[CH:2]=1, predict the reactants needed to synthesize it. The reactants are: [N:1]1[C:9]2[C:4](=[N:5][CH:6]=[CH:7][CH:8]=2)[N:3]([CH2:10][C:11]2[CH:21]=[CH:20][C:14]3[N:15]=[C:16]([S:18][CH3:19])[S:17][C:13]=3[CH:12]=2)[CH:2]=1.C1C=C(Cl)C=C(C(OO)=[O:30])C=1.